This data is from Catalyst prediction with 721,799 reactions and 888 catalyst types from USPTO. The task is: Predict which catalyst facilitates the given reaction. (1) Reactant: [CH:1]1([NH:4][C:5](=[O:22])[C:6]2[CH:11]=[C:10](/[CH:12]=[CH:13]/[CH2:14][O:15][CH3:16])[N:9]=[C:8](/[CH:17]=[CH:18]/[CH2:19][O:20][CH3:21])[CH:7]=2)[CH2:3][CH2:2]1. Product: [CH:1]1([NH:4][C:5](=[O:22])[C:6]2[CH:7]=[C:8]([CH2:17][CH2:18][CH2:19][O:20][CH3:21])[N:9]=[C:10]([CH2:12][CH2:13][CH2:14][O:15][CH3:16])[CH:11]=2)[CH2:3][CH2:2]1. The catalyst class is: 99. (2) Reactant: FC1C=CC(CC2C=C3C(C(O)=C(C(OCC)=O)C(=[O:24])N3CCCSC)=NC=2)=CC=1.[F:31][C:32]1[CH:37]=[CH:36][C:35]([CH2:38][C:39]2[CH:48]=[C:47]3[C:42]([C:43]([OH:61])=[C:44]([C:56]([O:58][CH2:59][CH3:60])=[O:57])[C:45](=[O:55])[N:46]3[CH2:49][CH2:50][CH2:51][S:52]([CH3:54])=[O:53])=[N:41][CH:40]=2)=[CH:34][CH:33]=1.ClC1C=C(C=CC=1)C(OO)=O. Product: [F:31][C:32]1[CH:37]=[CH:36][C:35]([CH2:38][C:39]2[CH:48]=[C:47]3[C:42]([C:43]([OH:61])=[C:44]([C:56]([O:58][CH2:59][CH3:60])=[O:57])[C:45](=[O:55])[N:46]3[CH2:49][CH2:50][CH2:51][S:52]([CH3:54])(=[O:24])=[O:53])=[N:41][CH:40]=2)=[CH:34][CH:33]=1. The catalyst class is: 4. (3) Reactant: [Cl:1][C:2]1[CH:7]=[CH:6][CH:5]=[C:4]([CH:8]=[CH:9][N+:10]([O-:12])=[O:11])[CH:3]=1.[CH3:13][Mg+].[Br-].Cl. Product: [Cl:1][C:2]1[CH:7]=[CH:6][CH:5]=[C:4]([CH:8]([CH3:13])[CH2:9][N+:10]([O-:12])=[O:11])[CH:3]=1. The catalyst class is: 1. (4) Reactant: [Br:1][C:2]1[C:11]2[C:6](=[CH:7][CH:8]=[CH:9][CH:10]=2)[CH:5]=[CH:4][C:3]=1[C:12](=[O:14])[CH3:13].[BH4-].[Na+]. Product: [Br:1][C:2]1[C:11]2[C:6](=[CH:7][CH:8]=[CH:9][CH:10]=2)[CH:5]=[CH:4][C:3]=1[CH:12]([OH:14])[CH3:13]. The catalyst class is: 5. (5) Reactant: [CH3:1][C:2]1([CH3:14])[C:6]([CH3:8])([CH3:7])[O:5][B:4]([C:9]2[CH:10]=[N:11][NH:12][CH:13]=2)[O:3]1.C(=O)([O-])[O-].[Cs+].[Cs+].Br[CH:22]1[CH2:25][S:24](=[O:27])(=[O:26])[CH2:23]1. Product: [CH3:1][C:2]1([CH3:14])[C:6]([CH3:7])([CH3:8])[O:5][B:4]([C:9]2[CH:13]=[N:12][N:11]([CH:22]3[CH2:25][S:24](=[O:27])(=[O:26])[CH2:23]3)[CH:10]=2)[O:3]1. The catalyst class is: 9.